From a dataset of Forward reaction prediction with 1.9M reactions from USPTO patents (1976-2016). Predict the product of the given reaction. Given the reactants [C:1]([N:5]1[C:9](=[O:10])[C:8](=[O:11])[CH:7](C)[NH:6]1)([CH3:4])([CH3:3])[CH3:2].C(N1C(=O)C(=O)C(C2C=CC=CC=2)N1)(C)(C)C.C(N1C(=O)C(=O)C(C2C=CC(Cl)=CC=2)N1)(C)(C)C.C(N1C(=O)C(=O)C(C2C=CC=C(OC)C=2)N1)(C)(C)C.C(N1C(=O)C(=O)C(C2C=CC(OC)=CC=2)N1)(C)(C)C.C(N1C(=O)C(=O)C(C2C=CC=C([N+]([O-])=O)C=2)N1)(C)(C)C.C(N1C(=O)C(=O)C(C2C=CC(C)=CC=2)N1)(C)(C)C.C(N1C(=O)C(=O)C(OC)N1)(C)(C)C.C(N1C(=O)C(=O)C(OCC)N1)(C)(C)C.C(N1C(=O)C(=O)C(N(C)C)N1)(C)(C)C.C(N1C(=O)C(=O)C(N(CC)CC)N1)(C)(C)C.C(N1C(=O)C(=O)C(NC(=O)C)N1)(C)(C)C.C(N1C(=O)C(=O)C(C(O)=O)N1)(C)(C)C.C(N1C(=O)C(=O)C(C(OC)=O)N1)(C)(C)C.C(N1C(=O)C(=O)C(C(OCC)=O)N1)(C)(C)C, predict the reaction product. The product is: [C:1]([N:5]1[C:9](=[O:10])[C:8](=[O:11])[CH2:7][NH:6]1)([CH3:4])([CH3:2])[CH3:3].